This data is from Full USPTO retrosynthesis dataset with 1.9M reactions from patents (1976-2016). The task is: Predict the reactants needed to synthesize the given product. (1) Given the product [C:22]([O:21][C:19](=[O:18])[NH:1][C:2]1[CH:7]=[CH:6][C:5]([CH3:8])=[CH:4][C:3]=1[CH2:9][OH:10])([CH3:25])([CH3:24])[CH3:23], predict the reactants needed to synthesize it. The reactants are: [NH2:1][C:2]1[CH:7]=[CH:6][C:5]([CH3:8])=[CH:4][C:3]=1[CH2:9][OH:10].CCN(CC)CC.[O:18](C(OC(C)(C)C)=O)[C:19]([O:21][C:22]([CH3:25])([CH3:24])[CH3:23])=O. (2) Given the product [CH3:31][C:30]1[S:32][C:2]([CH3:26])=[C:3]([C:5]2[CH:25]=[CH:24][C:8]([O:9][CH2:10][CH2:11][CH2:12][CH2:13][CH2:14][O:15][C:16]3[CH:23]=[CH:22][C:19]([C:20]#[N:21])=[CH:18][CH:17]=3)=[CH:7][CH:6]=2)[N:33]=1, predict the reactants needed to synthesize it. The reactants are: Br[CH:2]([CH3:26])[C:3]([C:5]1[CH:25]=[CH:24][C:8]([O:9][CH2:10][CH2:11][CH2:12][CH2:13][CH2:14][O:15][C:16]2[CH:23]=[CH:22][C:19]([C:20]#[N:21])=[CH:18][CH:17]=2)=[CH:7][CH:6]=1)=O.C(O)C.[C:30]([NH2:33])(=[S:32])[CH3:31]. (3) Given the product [O:18]1[CH2:19][CH2:20][N:15]([C:4]2[N:3]=[C:2]([NH:21][C:22]3[CH:23]=[N:24][C:25]4[C:30]([CH:31]=3)=[CH:29][CH:28]=[CH:27][CH:26]=4)[N:7]=[C:6]([C:8]3[CH:9]=[N:10][C:11]([NH2:14])=[N:12][CH:13]=3)[CH:5]=2)[CH2:16][CH2:17]1, predict the reactants needed to synthesize it. The reactants are: Cl[C:2]1[N:7]=[C:6]([C:8]2[CH:9]=[N:10][C:11]([NH2:14])=[N:12][CH:13]=2)[CH:5]=[C:4]([N:15]2[CH2:20][CH2:19][O:18][CH2:17][CH2:16]2)[N:3]=1.[NH2:21][C:22]1[CH:23]=[N:24][C:25]2[C:30]([CH:31]=1)=[CH:29][CH:28]=[CH:27][CH:26]=2.C1C=CC(P(C2C(C3C(P(C4C=CC=CC=4)C4C=CC=CC=4)=CC=C4C=3C=CC=C4)=C3C(C=CC=C3)=CC=2)C2C=CC=CC=2)=CC=1.C(=O)([O-])[O-].[Cs+].[Cs+]. (4) Given the product [CH:1]1([CH2:7][C@H:8]([OH:10])[C:29]([NH:25][CH2:24][CH2:23][N:19]2[C:20]3[C:16](=[CH:15][C:14]([F:13])=[CH:22][CH:21]=3)[CH2:17][CH2:18]2)=[O:33])[CH2:2][CH2:3][CH2:4][CH2:5][CH2:6]1, predict the reactants needed to synthesize it. The reactants are: [CH:1]1([C@:7](C)(O)[C:8]([OH:10])=O)[CH2:6][CH2:5][CH2:4][CH2:3][CH2:2]1.[F:13][C:14]1[CH:15]=[C:16]2[C:20](=[CH:21][CH:22]=1)[N:19]([CH2:23][CH2:24][NH2:25])[CH2:18][CH2:17]2.CN([C:29]([O:33]N1N=NC2C=CC=NC1=2)=[N+](C)C)C.F[P-](F)(F)(F)(F)F.CCN(C(C)C)C(C)C. (5) The reactants are: [F:1][C:2]1[CH:31]=[CH:30][C:5]([C:6]([NH:8][C@H:9]2[C:18]3[C:13](=[CH:14][CH:15]=[C:16]([N:19]4[CH2:24][CH2:23][N:22]([CH:25]5[CH2:28][O:27][CH2:26]5)[CH2:21][CH2:20]4)[CH:17]=3)[O:12][CH2:11][C@@H:10]2[OH:29])=[O:7])=[CH:4][CH:3]=1.[CH3:32][NH2:33].[OH-].[Na+].C1[CH2:40][O:39]CC1. Given the product [F:1][C:2]1[CH:31]=[CH:30][C:5]([C:6]([NH:8][C@H:9]2[C:18]3[C:13](=[CH:14][CH:15]=[C:16]([N:19]4[CH2:20][CH2:21][N:22]([CH:25]5[CH2:28][O:27][CH2:26]5)[CH2:23][CH2:24]4)[CH:17]=3)[O:12][CH2:11][C@@H:10]2[O:29][C:40](=[O:39])[NH:33][CH3:32])=[O:7])=[CH:4][CH:3]=1, predict the reactants needed to synthesize it. (6) Given the product [C:1]([C:3]1[CH:4]=[CH:5][C:6]([C:9](=[O:13])[C:10]([NH:18][C:19]2[CH:20]=[C:21]3[C:26](=[CH:27][CH:28]=2)[C:24](=[O:25])[O:23][CH2:22]3)=[O:12])=[CH:7][CH:8]=1)#[N:2], predict the reactants needed to synthesize it. The reactants are: [C:1]([C:3]1[CH:8]=[CH:7][C:6]([C:9](=[O:13])[C:10]([OH:12])=O)=[CH:5][CH:4]=1)#[N:2].S(Cl)(Cl)=O.[NH2:18][C:19]1[CH:20]=[C:21]2[C:26](=[CH:27][CH:28]=1)[C:24](=[O:25])[O:23][CH2:22]2. (7) Given the product [C:7]([O:6][C:4](=[O:5])[C:3]1[C:11]([CH3:16])=[CH:12][C:13]([NH2:78])=[N:14][C:2]=1[Cl:1])([CH3:10])([CH3:9])[CH3:8], predict the reactants needed to synthesize it. The reactants are: [Cl:1][C:2]1[N:14]=[C:13](Cl)[CH:12]=[C:11]([CH3:16])[C:3]=1[C:4]([O:6][C:7]([CH3:10])([CH3:9])[CH3:8])=[O:5].CC1(C)C2C(=C(P(C3C=CC=CC=3)C3C=CC=CC=3)C=CC=2)OC2C(P(C3C=CC=CC=3)C3C=CC=CC=3)=CC=CC1=2.C([O-])([O-])=O.[Cs+].[Cs+].C(=[NH:78])(C1C=CC=CC=1)C1C=CC=CC=1.CC([O-])=O.[Na+].Cl.[OH-].[Na+]. (8) Given the product [CH3:15][C:13]1[N:14]=[C:9]([NH:8][CH2:7][CH2:6][C:5]2[CH:20]=[CH:21][C:2]([NH:1][C:29](=[O:31])[CH3:30])=[CH:3][CH:4]=2)[C:10]2[CH:18]=[C:17]([CH3:19])[S:16][C:11]=2[N:12]=1, predict the reactants needed to synthesize it. The reactants are: [NH2:1][C:2]1[CH:21]=[CH:20][C:5]([CH2:6][CH2:7][NH:8][C:9]2[C:10]3[CH:18]=[C:17]([CH3:19])[S:16][C:11]=3[N:12]=[C:13]([CH3:15])[N:14]=2)=[CH:4][CH:3]=1.C(N(CC)CC)C.[C:29](Cl)(=[O:31])[CH3:30].O.